This data is from Forward reaction prediction with 1.9M reactions from USPTO patents (1976-2016). The task is: Predict the product of the given reaction. (1) Given the reactants [CH3:1][N:2]1[C:7](=[O:8])[CH2:6][CH:5]([CH3:9])[NH:4][C:3]1=[N:10]C(=O)[O-].[C:14](O)(C(F)(F)F)=O.C(Cl)Cl, predict the reaction product. The product is: [CH2:9]([CH:5]1[NH:4][C:3](=[NH:10])[N:2]([CH3:1])[C:7](=[O:8])[CH2:6]1)[CH3:14]. (2) Given the reactants F[C:2]1[CH:11]=[CH:10][C:5]([C:6]([O:8][CH3:9])=[O:7])=[CH:4][C:3]=1[N+:12]([O-:14])=[O:13].C(=O)([O-])[O-].[K+].[K+].[SH:21][CH2:22][CH2:23][C:24]([O:26][CH2:27][CH:28]([CH2:33][CH3:34])[CH2:29][CH2:30][CH2:31][CH3:32])=[O:25], predict the reaction product. The product is: [CH2:33]([CH:28]([CH2:29][CH2:30][CH2:31][CH3:32])[CH2:27][O:26][C:24](=[O:25])[CH2:23][CH2:22][S:21][C:2]1[CH:11]=[CH:10][C:5]([C:6]([O:8][CH3:9])=[O:7])=[CH:4][C:3]=1[N+:12]([O-:14])=[O:13])[CH3:34].